Dataset: Retrosynthesis with 50K atom-mapped reactions and 10 reaction types from USPTO. Task: Predict the reactants needed to synthesize the given product. Given the product COC(=O)[C@H](CN)NC(=O)OCc1ccccc1, predict the reactants needed to synthesize it. The reactants are: COC(=O)[C@H](CNCC=CC(=O)C(F)(F)F)NC(=O)C(Cc1ccccc1)N1C(=O)c2ccccc2C1=O.NC[C@H](NC(=O)OCc1ccccc1)C(=O)O.